Dataset: Retrosynthesis with 50K atom-mapped reactions and 10 reaction types from USPTO. Task: Predict the reactants needed to synthesize the given product. (1) Given the product O=C(Nc1ccc2ccc(Cl)nc2n1)c1cscn1, predict the reactants needed to synthesize it. The reactants are: Nc1ccc2ccc(Cl)nc2n1.O=C(O)c1cscn1. (2) The reactants are: CCOC(=O)CCSCc1ccc(OCc2ccccc2F)cc1. Given the product O=C(O)CCSCc1ccc(OCc2ccccc2F)cc1, predict the reactants needed to synthesize it. (3) Given the product COc1cc2c(=O)n(COC(=O)C(C)(C)C)cnc2cc1OCc1ccccc1, predict the reactants needed to synthesize it. The reactants are: CC(C)(C)C(=O)OCCl.COc1cc2c(=O)[nH]cnc2cc1OCc1ccccc1. (4) Given the product O=S(=O)(Nc1cccc(C(F)(F)F)c1)N1CCC2(CC1)OCCO2, predict the reactants needed to synthesize it. The reactants are: Nc1cccc(C(F)(F)F)c1.O=S(=O)(Cl)N1CCC2(CC1)OCCO2. (5) Given the product C=Cc1ccc([N+](=O)[O-])c(F)c1, predict the reactants needed to synthesize it. The reactants are: C=C[Sn](CCCC)(CCCC)CCCC.O=[N+]([O-])c1ccc(Br)cc1F. (6) Given the product COc1cnc(-c2ccccn2)nc1N, predict the reactants needed to synthesize it. The reactants are: COc1cnc(-c2ccccn2)nc1Cl.N.